This data is from Forward reaction prediction with 1.9M reactions from USPTO patents (1976-2016). The task is: Predict the product of the given reaction. (1) Given the reactants C(O[BH-](OC(=O)C)OC(=O)C)(=O)C.[Na+].[NH2:15][C@@H:16]([CH3:19])[CH2:17][OH:18].[CH:20](=O)[C:21]1[CH:26]=[CH:25][CH:24]=[CH:23][CH:22]=1, predict the reaction product. The product is: [CH2:20]([NH:15][C@@H:16]([CH3:19])[CH2:17][OH:18])[C:21]1[CH:26]=[CH:25][CH:24]=[CH:23][CH:22]=1. (2) The product is: [O:1]=[C:2]([C:13]1[O:14][C:15]([C:18]2[CH:23]=[CH:22][CH:21]=[CH:20][N:19]=2)=[CH:16][N:17]=1)[CH2:3][CH2:4][CH2:5][CH2:6][C:7]#[C:8][C:25]1[CH:34]=[CH:33][C:28]([C:29]([O:31][CH3:32])=[O:30])=[CH:27][CH:26]=1. Given the reactants [O:1]=[C:2]([C:13]1[O:14][C:15]([C:18]2[CH:23]=[CH:22][CH:21]=[CH:20][N:19]=2)=[CH:16][N:17]=1)[CH2:3][CH2:4][CH2:5][CH2:6][C:7]#[C:8][Si](C)(C)C.I[C:25]1[CH:34]=[CH:33][C:28]([C:29]([O:31][CH3:32])=[O:30])=[CH:27][CH:26]=1, predict the reaction product.